From a dataset of Full USPTO retrosynthesis dataset with 1.9M reactions from patents (1976-2016). Predict the reactants needed to synthesize the given product. Given the product [Br:1][C:2]1[CH:7]=[CH:6][C:5]([C@@H:8]([NH:18][CH3:17])[CH2:9][N:10]2[CH2:15][CH2:14][O:13][CH2:12][CH2:11]2)=[CH:4][CH:3]=1, predict the reactants needed to synthesize it. The reactants are: [Br:1][C:2]1[CH:7]=[CH:6][C:5]([C@@H:8](Cl)[CH2:9][N:10]2[CH2:15][CH2:14][O:13][CH2:12][CH2:11]2)=[CH:4][CH:3]=1.[CH3:17][NH2:18].